From a dataset of Catalyst prediction with 721,799 reactions and 888 catalyst types from USPTO. Predict which catalyst facilitates the given reaction. (1) Reactant: [CH:1]1([C:6]2[C:14]3[C:9](=[C:10]([O:15]C)[N:11]=[CH:12][CH:13]=3)[N:8]([C:17]3[CH:22]=[CH:21][C:20]([S:23]([NH2:26])(=[O:25])=[O:24])=[CH:19][CH:18]=3)[N:7]=2)[CH2:5][CH2:4][CH2:3][CH2:2]1.[I-].[Na+].Cl[Si](C)(C)C.O. Product: [CH:1]1([C:6]2[C:14]3[CH:13]=[CH:12][NH:11][C:10](=[O:15])[C:9]=3[N:8]([C:17]3[CH:18]=[CH:19][C:20]([S:23]([NH2:26])(=[O:24])=[O:25])=[CH:21][CH:22]=3)[N:7]=2)[CH2:2][CH2:3][CH2:4][CH2:5]1. The catalyst class is: 10. (2) Reactant: [CH2:1]([O:8][C:9]([NH:11][C@H:12]1[CH2:17][CH2:16][CH2:15][C@@H:14]([C:18]([O:20]CC)=[O:19])[CH2:13]1)=[O:10])[C:2]1[CH:7]=[CH:6][CH:5]=[CH:4][CH:3]=1.[Li+].[OH-].CCCCCCC. Product: [CH2:1]([O:8][C:9]([NH:11][C@H:12]1[CH2:17][CH2:16][CH2:15][C@@H:14]([C:18]([OH:20])=[O:19])[CH2:13]1)=[O:10])[C:2]1[CH:3]=[CH:4][CH:5]=[CH:6][CH:7]=1. The catalyst class is: 20.